Dataset: Forward reaction prediction with 1.9M reactions from USPTO patents (1976-2016). Task: Predict the product of the given reaction. (1) Given the reactants [O:1]=[C:2]1[CH2:10][C:9]2[C:4](=[CH:5][CH:6]=[C:7]([C:11]3[N:15]4[N:16]=[C:17]([C:20]5[CH:40]=[CH:39][C:23]([C:24]([N:26]6[CH2:31][CH2:30][N:29](C(OC(C)(C)C)=O)[CH2:28][CH2:27]6)=[O:25])=[CH:22][CH:21]=5)[CH:18]=[CH:19][C:14]4=[N:13][CH:12]=3)[CH:8]=2)[NH:3]1.C(O)(C(F)(F)F)=O, predict the reaction product. The product is: [N:26]1([C:24]([C:23]2[CH:39]=[CH:40][C:20]([C:17]3[CH:18]=[CH:19][C:14]4[N:15]([C:11]([C:7]5[CH:8]=[C:9]6[C:4](=[CH:5][CH:6]=5)[NH:3][C:2](=[O:1])[CH2:10]6)=[CH:12][N:13]=4)[N:16]=3)=[CH:21][CH:22]=2)=[O:25])[CH2:27][CH2:28][NH:29][CH2:30][CH2:31]1. (2) The product is: [F:1][C:2]1[CH:3]=[C:4]([N:10]2[CH2:14][C@H:13]([CH2:15][NH:16][C:17](=[O:19])[CH3:18])[O:12][C:11]2=[O:20])[CH:5]=[C:6]([F:9])[C:7]=1[CH:33]1[CH2:32][CH2:34][NH:35][C:36](=[O:38])[CH2:37]1. Given the reactants [F:1][C:2]1[CH:3]=[C:4]([N:10]2[CH2:14][C@H:13]([CH2:15][NH:16][C:17](=[O:19])[CH3:18])[O:12][C:11]2=[O:20])[CH:5]=[C:6]([F:9])[C:7]=1I.FC1C=C(N2[CH2:33][C@H:32]([CH2:34][NH:35][C:36](=[O:38])[CH3:37])OC2=O)C=CC=1I, predict the reaction product. (3) Given the reactants [F:1][C:2]1[C:7]([F:8])=[CH:6][C:5]([NH:9][CH2:10][CH2:11][CH3:12])=[C:4]([N+:13]([O-])=O)[CH:3]=1, predict the reaction product. The product is: [F:1][C:2]1[CH:3]=[C:4]([NH2:13])[C:5]([NH:9][CH2:10][CH2:11][CH3:12])=[CH:6][C:7]=1[F:8].